Task: Predict the reactants needed to synthesize the given product.. Dataset: Full USPTO retrosynthesis dataset with 1.9M reactions from patents (1976-2016) (1) The reactants are: [Br:1][C:2]1[CH:10]=[C:6]([C:7]([OH:9])=O)[C:5]([OH:11])=[CH:4][CH:3]=1.[N:12]1([C:17]2[CH:23]=[CH:22][C:21]([C:24]([F:27])([F:26])[F:25])=[CH:20][C:18]=2[NH2:19])[CH2:16][CH2:15][CH2:14][CH2:13]1. Given the product [Br:1][C:2]1[CH:3]=[CH:4][C:5]([OH:11])=[C:6]([CH:10]=1)[C:7]([NH:19][C:18]1[CH:20]=[C:21]([C:24]([F:25])([F:26])[F:27])[CH:22]=[CH:23][C:17]=1[N:12]1[CH2:16][CH2:15][CH2:14][CH2:13]1)=[O:9], predict the reactants needed to synthesize it. (2) Given the product [CH3:1][S:2][CH2:3][CH2:4][CH2:5][CH2:6][O:7][C:15]1[CH:16]=[CH:17][CH:18]=[C:11]([N+:8]([O-:10])=[O:9])[C:12]=1[C:13]#[N:14], predict the reactants needed to synthesize it. The reactants are: [CH3:1][S:2][CH2:3][CH2:4][CH2:5][CH2:6][OH:7].[N+:8]([C:11]1[CH:18]=[CH:17][CH:16]=[C:15]([N+]([O-])=O)[C:12]=1[C:13]#[N:14])([O-:10])=[O:9]. (3) Given the product [N+:1]([C:4]1[N:5]([CH2:18][CH:17]([OH:19])[CH2:15][Cl:16])[CH:6]=[CH:7][N:8]=1)([O-:3])=[O:2], predict the reactants needed to synthesize it. The reactants are: [N+:1]([C:4]1[NH:5][CH:6]=[CH:7][N:8]=1)([O-:3])=[O:2].C(=O)([O-])[O-].[K+].[K+].[CH2:15]([CH:17]1[O:19][CH2:18]1)[Cl:16]. (4) Given the product [Br:25][C:24]1[CH:23]=[CH:22][C:18]([C:19]([N:8]2[CH2:9][C:10]3[N:4]([CH:3]=[CH:2][CH:1]=3)[CH2:5][C:6]3[N:14]=[CH:13][CH:12]=[CH:11][C:7]2=3)=[O:20])=[CH:17][C:16]=1[CH3:15], predict the reactants needed to synthesize it. The reactants are: [CH:1]1[CH:2]=[CH:3][N:4]2[C:10]=1[CH2:9][NH:8][C:7]1[CH:11]=[CH:12][CH:13]=[N:14][C:6]=1[CH2:5]2.[CH3:15][C:16]1[CH:17]=[C:18]([CH:22]=[CH:23][C:24]=1[Br:25])[C:19](Cl)=[O:20].C(N(CC)CC)C.